Predict the reaction yield, written as a fraction of the theoretical maximum amount of product (1.0 means a 100% yield; for example, 0.34 means a 34% yield). From a dataset of Reaction yield outcomes from USPTO patents with 853,638 reactions. The reactants are [ClH:1].[CH2:2]([C:7]1[N:8]=[C:9]([NH2:12])[NH:10][CH:11]=1)[CH2:3][CH2:4][C:5]#[CH:6].[N:13]([CH2:16][CH2:17][CH2:18][C:19]1[CH:24]=[CH:23][CH:22]=[CH:21][CH:20]=1)=[N+:14]=[N-:15]. The product is [ClH:1].[C:19]1([CH2:18][CH2:17][CH2:16][N:13]2[CH:6]=[C:5]([CH2:4][CH2:3][CH2:2][C:7]3[N:8]=[C:9]([NH2:12])[NH:10][CH:11]=3)[N:15]=[N:14]2)[CH:24]=[CH:23][CH:22]=[CH:21][CH:20]=1. No catalyst specified. The yield is 0.340.